From a dataset of TCR-epitope binding with 47,182 pairs between 192 epitopes and 23,139 TCRs. Binary Classification. Given a T-cell receptor sequence (or CDR3 region) and an epitope sequence, predict whether binding occurs between them. (1) The epitope is IPSINVHHY. The TCR CDR3 sequence is CASSGQGGYEQYF. Result: 0 (the TCR does not bind to the epitope). (2) The epitope is NLVPMVATV. The TCR CDR3 sequence is CAWSEPNRVLREKLFF. Result: 1 (the TCR binds to the epitope). (3) The epitope is FLNGSCGSV. The TCR CDR3 sequence is CATSDPAGGTEAFF. Result: 1 (the TCR binds to the epitope).